This data is from Full USPTO retrosynthesis dataset with 1.9M reactions from patents (1976-2016). The task is: Predict the reactants needed to synthesize the given product. (1) The reactants are: C[O:2][C:3]([C:5]1[CH:6]=[CH:7][C:8]2[S:12][CH:11]=[N:10][C:9]=2[CH:13]=1)=O.[H-].[H-].[H-].[H-].[Li+].[Al+3].CCOC(C)=O.[OH-].[Na+]. Given the product [S:12]1[C:8]2[CH:7]=[CH:6][C:5]([CH2:3][OH:2])=[CH:13][C:9]=2[N:10]=[CH:11]1, predict the reactants needed to synthesize it. (2) Given the product [C:20]1([NH:26][S:16]([C:7]2[CH:8]=[C:9]3[C:4](=[CH:5][CH:6]=2)[NH:3][C:2](=[O:1])[CH:11]=[C:10]3[C:12]([F:15])([F:14])[F:13])(=[O:18])=[O:17])[CH:25]=[CH:24][CH:23]=[CH:22][CH:21]=1, predict the reactants needed to synthesize it. The reactants are: [O:1]=[C:2]1[CH:11]=[C:10]([C:12]([F:15])([F:14])[F:13])[C:9]2[C:4](=[CH:5][CH:6]=[C:7]([S:16](Cl)(=[O:18])=[O:17])[CH:8]=2)[NH:3]1.[C:20]1([NH2:26])[CH:25]=[CH:24][CH:23]=[CH:22][CH:21]=1.N1C=CC=CC=1. (3) Given the product [CH3:9][N:10]([CH3:15])[S:11]([N:16]1[CH:20]=[CH:19][CH:18]=[N:17]1)(=[O:13])=[O:12], predict the reactants needed to synthesize it. The reactants are: N12CCN(CC1)CC2.[CH3:9][N:10]([CH3:15])[S:11](Cl)(=[O:13])=[O:12].[NH:16]1[CH:20]=[CH:19][CH:18]=[N:17]1.